This data is from Catalyst prediction with 721,799 reactions and 888 catalyst types from USPTO. The task is: Predict which catalyst facilitates the given reaction. (1) Reactant: [CH:1]1([CH2:4][N:5]([C:13]2[C:14]([S:23][CH3:24])=[N:15][N:16]3[C:21](I)=[CH:20][CH:19]=[CH:18][C:17]=23)[CH2:6][CH:7]2[CH2:12][CH2:11][O:10][CH2:9][CH2:8]2)[CH2:3][CH2:2]1.[CH3:25][O:26][C:27]1[CH:32]=[C:31]([CH2:33][O:34][CH3:35])[CH:30]=[C:29]([O:36][CH3:37])[C:28]=1OB(O)O.O.O.O.O.O.O.O.O.[OH-].[Ba+2].[OH-].C(OCC)(=O)C. Product: [CH:1]1([CH2:4][N:5]([C:13]2[C:14]([S:23][CH3:24])=[N:15][N:16]3[C:21]([C:28]4[C:29]([O:36][CH3:37])=[CH:30][C:31]([CH2:33][O:34][CH3:35])=[CH:32][C:27]=4[O:26][CH3:25])=[CH:20][CH:19]=[CH:18][C:17]=23)[CH2:6][CH:7]2[CH2:12][CH2:11][O:10][CH2:9][CH2:8]2)[CH2:3][CH2:2]1. The catalyst class is: 108. (2) Reactant: Cl.[C:2]([C:6]1[S:7][C:8]2[C:13](=[O:14])[N:12]([C:15]3[CH:20]=[CH:19][CH:18]=[C:17]([C:21]4[CH:26]=[C:25]([NH:27][C:28]5[CH:32]=[C:31]([CH3:33])[N:30]([CH3:34])[N:29]=5)[C:24](=[O:35])[N:23](COCC[Si](C)(C)C)[N:22]=4)[C:16]=3[CH3:44])[CH2:11][C:9]=2[N:10]=1)([CH3:5])([CH3:4])[CH3:3].C1(OC)C=CC=CC=1. Product: [C:2]([C:6]1[S:7][C:8]2[C:13](=[O:14])[N:12]([C:15]3[CH:20]=[CH:19][CH:18]=[C:17]([C:21]4[CH:26]=[C:25]([NH:27][C:28]5[CH:32]=[C:31]([CH3:33])[N:30]([CH3:34])[N:29]=5)[C:24](=[O:35])[NH:23][N:22]=4)[C:16]=3[CH3:44])[CH2:11][C:9]=2[N:10]=1)([CH3:5])([CH3:4])[CH3:3]. The catalyst class is: 5. (3) Reactant: Cl.[OH:2][C@@H:3]1[CH2:8][CH2:7][CH2:6][NH:5][CH2:4]1.[C:9]([O:13][C:14](O[C:14]([O:13][C:9]([CH3:12])([CH3:11])[CH3:10])=[O:15])=[O:15])([CH3:12])([CH3:11])[CH3:10].C(=O)([O-])[O-].[Na+].[Na+]. Product: [C:9]([O:13][C:14]([N:5]1[CH2:6][CH2:7][CH2:8][C@@H:3]([OH:2])[CH2:4]1)=[O:15])([CH3:12])([CH3:11])[CH3:10]. The catalyst class is: 38.